From a dataset of Reaction yield outcomes from USPTO patents with 853,638 reactions. Predict the reaction yield, written as a fraction of the theoretical maximum amount of product (1.0 means a 100% yield; for example, 0.34 means a 34% yield). (1) The reactants are [CH2:1]([O:3][C:4]([C:6]1[C:7]([CH3:26])=[C:8]([C:19]([O:21][C:22]([CH3:25])([CH3:24])[CH3:23])=[O:20])[NH:9][C:10]=1[CH2:11][CH2:12][CH2:13]OS(C)(=O)=O)=[O:5])[CH3:2].[NH2:27][CH2:28][C@@H:29]([OH:37])[CH2:30][N:31]1[CH2:36][CH2:35][O:34][CH2:33][CH2:32]1. The catalyst is ClCCl.[Cl-].[Na+].O. The product is [CH2:1]([O:3][C:4]([C:6]1[C:7]([CH3:26])=[C:8]([C:19]([O:21][C:22]([CH3:25])([CH3:24])[CH3:23])=[O:20])[NH:9][C:10]=1[CH2:11][CH2:12][CH2:13][NH:27][CH2:28][C@H:29]([OH:37])[CH2:30][N:31]1[CH2:32][CH2:33][O:34][CH2:35][CH2:36]1)=[O:5])[CH3:2]. The yield is 0.725. (2) The reactants are [Cl-].[CH3:2][O:3][CH2:4][P+](C1C=CC=CC=1)(C1C=CC=CC=1)C1C=CC=CC=1.C([Li])CCC.[CH3:29][C:30]1[C:34]([CH:35]=O)=[C:33]([CH3:37])[N:32]([C:38]2[CH:43]=[CH:42][CH:41]=[CH:40][CH:39]=2)[N:31]=1. The catalyst is O1CCCC1. The product is [CH3:2][O:3][CH:4]=[CH:35][C:34]1[C:30]([CH3:29])=[N:31][N:32]([C:38]2[CH:43]=[CH:42][CH:41]=[CH:40][CH:39]=2)[C:33]=1[CH3:37]. The yield is 0.830. (3) The reactants are O[C@H:2]1[C@H:9]2[C@H](O[C:7]([CH3:11])(C)[O:8]2)O[C@H]1C(O)=O.C[N:16]([C:18]([O:22]N1N=NC2C=CC=CC1=2)=[N+:19](C)C)C.[B-](F)(F)(F)F.CN1CCOCC1.N1CCOCC1. The catalyst is C1COCC1. The product is [N:16]1([C:18]([NH2:19])=[O:22])[CH2:11][CH2:7][O:8][CH2:9][CH2:2]1. The yield is 0.640. (4) The reactants are [CH3:1][N:2]1[CH:6]=[C:5](B2OC(C)(C)C(C)(C)O2)[CH:4]=[N:3]1.C([O-])([O-])=O.[Na+].[Na+].O1[CH2:27][CH2:26]OCC1.CCOC(C)=O.[Cl-:34].[Na+].O. The catalyst is C1C=CC([P]([Pd]([P](C2C=CC=CC=2)(C2C=CC=CC=2)C2C=CC=CC=2)([P](C2C=CC=CC=2)(C2C=CC=CC=2)C2C=CC=CC=2)[P](C2C=CC=CC=2)(C2C=CC=CC=2)C2C=CC=CC=2)(C2C=CC=CC=2)C2C=CC=CC=2)=CC=1. The product is [Cl:34][C:1]1[N:2]=[N:3][C:4]([C:5]2[CH:4]=[N:3][N:2]([CH3:1])[CH:6]=2)=[CH:26][CH:27]=1. The yield is 0.470.